From a dataset of Reaction yield outcomes from USPTO patents with 853,638 reactions. Predict the reaction yield, written as a fraction of the theoretical maximum amount of product (1.0 means a 100% yield; for example, 0.34 means a 34% yield). (1) The reactants are [N:1]1([C:10]2[S:14][C:13]([C:15]([O:17]C)=O)=[C:12]([O:19][CH2:20][C:21]3[CH:26]=[CH:25][C:24]([CH3:27])=[CH:23][CH:22]=3)[CH:11]=2)[C:5]2[CH:6]=[CH:7][CH:8]=[CH:9][C:4]=2[N:3]=[CH:2]1.[NH3:28]. No catalyst specified. The product is [N:1]1([C:10]2[S:14][C:13]([C:15]([NH2:28])=[O:17])=[C:12]([O:19][CH2:20][C:21]3[CH:22]=[CH:23][C:24]([CH3:27])=[CH:25][CH:26]=3)[CH:11]=2)[C:5]2[CH:6]=[CH:7][CH:8]=[CH:9][C:4]=2[N:3]=[CH:2]1. The yield is 0.0600. (2) The catalyst is ClCCCl.C(Cl)Cl. The yield is 0.650. The reactants are [NH2:1][C@:2]([C:18]1[CH:23]=[CH:22][C:21]([Cl:24])=[CH:20][N:19]=1)([C:7]1[CH:12]=[C:11]([C:13]([F:16])([F:15])[F:14])[CH:10]=[C:9]([F:17])[CH:8]=1)[CH2:3][C:4](O)=[O:5].CC[N:27]=C=NCCCN(C)C.C1C=CC2N(O)N=NC=2C=1.[NH4+].[Cl-]. The product is [NH2:1][C@:2]([C:18]1[CH:23]=[CH:22][C:21]([Cl:24])=[CH:20][N:19]=1)([C:7]1[CH:12]=[C:11]([C:13]([F:15])([F:16])[F:14])[CH:10]=[C:9]([F:17])[CH:8]=1)[CH2:3][C:4]([NH2:27])=[O:5]. (3) The reactants are [C:1]1([OH:7])[CH:6]=[CH:5][CH:4]=[CH:3][CH:2]=1.[H-].[Na+].[C:10]([C:13]1[CH:17]=[C:16]([Cl:18])[S:15][C:14]=1Cl)(=[O:12])[CH3:11].O. The catalyst is CN(C=O)C.[Cu]I. The product is [C:10]([C:13]1[CH:17]=[C:16]([Cl:18])[S:15][C:14]=1[O:7][C:1]1[CH:6]=[CH:5][CH:4]=[CH:3][CH:2]=1)(=[O:12])[CH3:11]. The yield is 0.670.